From a dataset of Catalyst prediction with 721,799 reactions and 888 catalyst types from USPTO. Predict which catalyst facilitates the given reaction. (1) Reactant: C(OC([NH:11][C:12]1([CH3:24])[CH2:17][CH2:16][N:15]([CH2:18][C:19]([O:21][CH2:22][CH3:23])=[O:20])[CH2:14][CH2:13]1)=O)C1C=CC=CC=1. Product: [NH2:11][C:12]1([CH3:24])[CH2:13][CH2:14][N:15]([CH2:18][C:19]([O:21][CH2:22][CH3:23])=[O:20])[CH2:16][CH2:17]1. The catalyst class is: 99. (2) The catalyst class is: 464. Reactant: [Cl:1][C:2]1[CH:3]=[C:4]([C:8]([OH:13])([CH3:12])[CH2:9][C:10]#[N:11])[CH:5]=[CH:6][CH:7]=1.[H-].[H-].[H-].[H-].[Li+].[Al+3]. Product: [NH2:11][CH2:10][CH2:9][C:8]([C:4]1[CH:5]=[CH:6][CH:7]=[C:2]([Cl:1])[CH:3]=1)([OH:13])[CH3:12]. (3) Reactant: [CH3:1][C:2]1[O:6][C:5]([C:7]2[CH:15]=[CH:14][C:10]([C:11]([OH:13])=O)=[CH:9][CH:8]=2)=[N:4][C:3]=1[CH2:16][O:17][C:18]1[CH:23]=[CH:22][C:21]([CH3:24])=[CH:20][CH:19]=1.CCN=C=NCCCN(C)C.C1C=CC2N(O)N=NC=2C=1.[N:46]1[CH:51]=[CH:50][CH:49]=[C:48]([CH2:52][NH2:53])[CH:47]=1.C(N(CC)CC)C. Product: [CH3:1][C:2]1[O:6][C:5]([C:7]2[CH:8]=[CH:9][C:10]([C:11]([NH:53][CH2:52][C:48]3[CH:47]=[N:46][CH:51]=[CH:50][CH:49]=3)=[O:13])=[CH:14][CH:15]=2)=[N:4][C:3]=1[CH2:16][O:17][C:18]1[CH:23]=[CH:22][C:21]([CH3:24])=[CH:20][CH:19]=1. The catalyst class is: 9. (4) Reactant: [CH3:1][O:2][CH2:3]/[CH:4]=[CH:5]/[CH2:6][C:7]1[C:8]([CH3:26])=[CH:9][C:10]([N+:23]([O-])=O)=[C:11]([CH:22]=1)[NH:12][CH2:13][CH2:14][CH2:15][C:16]1[CH:21]=[CH:20][CH:19]=[CH:18][CH:17]=1.[H][H]. Product: [CH3:1][O:2][CH2:3][CH2:4][CH2:5][CH2:6][C:7]1[CH:22]=[C:11]([NH:12][CH2:13][CH2:14][CH2:15][C:16]2[CH:17]=[CH:18][CH:19]=[CH:20][CH:21]=2)[C:10]([NH2:23])=[CH:9][C:8]=1[CH3:26]. The catalyst class is: 470. (5) Reactant: [CH3:1][C:2]1[CH:10]=[CH:9][C:5]([C:6](Cl)=[O:7])=[CH:4][C:3]=1[N+:11]([O-])=O.[CH2:14]([NH2:16])[CH3:15]. Product: [NH2:11][C:3]1[CH:4]=[C:5]([CH:9]=[CH:10][C:2]=1[CH3:1])[C:6]([NH:16][CH2:14][CH3:15])=[O:7]. The catalyst class is: 2. (6) Reactant: [CH2:1]1[CH2:5][O:4][C:3]2[CH:6]=[CH:7][C:8]3[CH2:9][CH2:10][CH:11]([CH2:13][CH2:14][NH2:15])[C:12]=3[C:2]1=2.[CH3:16][C@H:17]([C:28]([OH:30])=[O:29])[C:18]1[CH:23]=[CH:22][C:21]([CH2:24][CH:25]([CH3:27])[CH3:26])=[CH:20][CH:19]=1. Product: [CH2:1]1[CH2:5][O:4][C:3]2[CH:6]=[CH:7][C:8]3[CH2:9][CH2:10][C@@H:11]([CH2:13][CH2:14][NH2:15])[C:12]=3[C:2]1=2.[CH2:24]([C:21]1[CH:20]=[CH:19][C:18]([C@H:17]([CH3:16])[C:28]([OH:30])=[O:29])=[CH:23][CH:22]=1)[CH:25]([CH3:27])[CH3:26]. The catalyst class is: 5.